This data is from Catalyst prediction with 721,799 reactions and 888 catalyst types from USPTO. The task is: Predict which catalyst facilitates the given reaction. Reactant: B.CSC.B1(C)OC(C2C=CC=CC=2)(C2C=CC=CC=2)[C@@H]2N1CCC2.[N:26]([CH2:29][C:30]([C:32]1[CH:37]=[CH:36][C:35]([O:38][CH2:39][C:40]2[CH:45]=[CH:44][CH:43]=[CH:42][CH:41]=2)=[C:34]([F:46])[CH:33]=1)=[O:31])=[N+:27]=[N-:28].Cl. Product: [N:26]([CH2:29][C@@H:30]([C:32]1[CH:37]=[CH:36][C:35]([O:38][CH2:39][C:40]2[CH:45]=[CH:44][CH:43]=[CH:42][CH:41]=2)=[C:34]([F:46])[CH:33]=1)[OH:31])=[N+:27]=[N-:28]. The catalyst class is: 182.